This data is from Catalyst prediction with 721,799 reactions and 888 catalyst types from USPTO. The task is: Predict which catalyst facilitates the given reaction. (1) Reactant: [Cl:1][C:2]1[CH:11]=[CH:10][C:5]([C:6]([NH:8][NH2:9])=[O:7])=[CH:4][CH:3]=1.[Br:12][CH2:13][C:14]1[CH:22]=[CH:21][C:17]([C:18](O)=[O:19])=[CH:16][C:15]=1[N+:23]([O-:25])=[O:24].C(Cl)CCl. Product: [Cl:1][C:2]1[CH:11]=[CH:10][C:5]([C:6]([NH:8][NH:9][C:18](=[O:19])[C:17]2[CH:21]=[CH:22][C:14]([CH2:13][Br:12])=[C:15]([N+:23]([O-:25])=[O:24])[CH:16]=2)=[O:7])=[CH:4][CH:3]=1. The catalyst class is: 2. (2) Reactant: Br[C:2]1[CH:7]=[CH:6][C:5]([CH2:8][C:9]([O:11][CH2:12][CH3:13])=[O:10])=[C:4]([O:14][CH:15]2[CH2:20][CH2:19][CH2:18][CH2:17][CH2:16]2)[CH:3]=1.CC1(C)C(C)(C)[O:25][B:24](B2OC(C)(C)C(C)(C)O2)[O:23]1.C([O-])(=O)C.[K+].Cl. Product: [CH:15]1([O:14][C:4]2[CH:3]=[C:2]([B:24]([OH:25])[OH:23])[CH:7]=[CH:6][C:5]=2[CH2:8][C:9]([O:11][CH2:12][CH3:13])=[O:10])[CH2:20][CH2:19][CH2:18][CH2:17][CH2:16]1. The catalyst class is: 184.